This data is from Forward reaction prediction with 1.9M reactions from USPTO patents (1976-2016). The task is: Predict the product of the given reaction. (1) Given the reactants [I:1][C:2]1[C:10]2[C:5](=[CH:6][CH:7]=[C:8]([C:11]3[N:15]=[C:14](C(Cl)(Cl)Cl)[O:13][N:12]=3)[CH:9]=2)[N:4]([S:20]([C:23]2[CH:29]=[CH:28][C:26]([CH3:27])=[CH:25][CH:24]=2)(=[O:22])=[O:21])[CH:3]=1.[CH:30]([NH2:33])([CH3:32])[CH3:31].O, predict the reaction product. The product is: [I:1][C:2]1[C:10]2[C:5](=[CH:6][CH:7]=[C:8]([C:11]3[N:15]=[C:14]([NH:33][CH:30]([CH3:32])[CH3:31])[O:13][N:12]=3)[CH:9]=2)[N:4]([S:20]([C:23]2[CH:24]=[CH:25][C:26]([CH3:27])=[CH:28][CH:29]=2)(=[O:22])=[O:21])[CH:3]=1. (2) Given the reactants [Cl:1][C:2]1[CH:3]=[C:4]([CH:30]=[CH:31][C:32]=1[F:33])[CH2:5][N:6]1[C:11](=[O:12])[C:10]2[C:13]([O:24]C)=[C:14]3[C:19](=[O:20])[N:18]([CH2:21][CH3:22])[CH2:17][C@H:16]([CH3:23])[N:15]3[C:9]=2[C:8]([C:26]([NH:28][CH3:29])=[O:27])=[N:7]1.B(Br)(Br)Br.CO, predict the reaction product. The product is: [Cl:1][C:2]1[CH:3]=[C:4]([CH:30]=[CH:31][C:32]=1[F:33])[CH2:5][N:6]1[C:11](=[O:12])[C:10]2[C:13]([OH:24])=[C:14]3[C:19](=[O:20])[N:18]([CH2:21][CH3:22])[CH2:17][C@H:16]([CH3:23])[N:15]3[C:9]=2[C:8]([C:26]([NH:28][CH3:29])=[O:27])=[N:7]1. (3) Given the reactants [Cl:1][C:2]1[CH:7]=[CH:6][CH:5]=[CH:4][C:3]=1[N:8]1[C:12]([CH3:13])=[C:11](I)[N:10]=[N:9]1.[N:15]1[C:23]2[C:18](=[N:19][CH:20]=[CH:21][CH:22]=2)[S:17][CH:16]=1.C([O-])(=O)C.[Na+], predict the reaction product. The product is: [N:15]1[C:23]2[C:18](=[N:19][CH:20]=[CH:21][CH:22]=2)[S:17][C:16]=1[C:11]1[N:10]=[N:9][N:8]([C:3]2[CH:4]=[CH:5][CH:6]=[CH:7][C:2]=2[Cl:1])[C:12]=1[CH3:13]. (4) The product is: [CH2:18]([S:15]([C:8]1[CH:9]=[C:10]([CH:13]=[CH:14][C:7]=1[CH:2]=[O:1])[C:11]#[N:12])(=[O:16])=[O:17])[CH3:19]. Given the reactants [O:1]1CCCO[CH:2]1[C:7]1[CH:14]=[CH:13][C:10]([C:11]#[N:12])=[CH:9][C:8]=1[S:15]([CH2:18][CH3:19])(=[O:17])=[O:16].C1(C)C=CC(S([O-])(=O)=O)=CC=1.[NH+]1C=CC=CC=1.O, predict the reaction product. (5) Given the reactants [CH3:1][C:2]1[CH:7]=[CH:6][N:5]=[CH:4][N:3]=1.[O:8]1[CH:12]=[CH:11][CH:10]=[C:9]1[C:13](OCC)=[O:14].C[Si]([N-][Si](C)(C)C)(C)C.[Li+], predict the reaction product. The product is: [O:8]1[CH:12]=[CH:11][CH:10]=[C:9]1[C:13](=[O:14])[CH2:1][C:2]1[CH:7]=[CH:6][N:5]=[CH:4][N:3]=1. (6) Given the reactants [Cl:1][C:2]1[CH:3]=[N:4][CH:5]=[C:6]([Cl:20])[C:7]=1[S:8][C:9]1[S:13][C:12]([C:14]([OH:16])=O)=[CH:11][C:10]=1[N+:17]([O-:19])=[O:18].Cl.[CH3:22][N:23]([CH3:32])[C:24]1[CH:31]=[CH:30][C:27]([CH2:28][NH2:29])=[CH:26][CH:25]=1, predict the reaction product. The product is: [Cl:20][C:6]1[CH:5]=[N:4][CH:3]=[C:2]([Cl:1])[C:7]=1[S:8][C:9]1[S:13][C:12]([C:14]([NH:29][CH2:28][C:27]2[CH:30]=[CH:31][C:24]([N:23]([CH3:32])[CH3:22])=[CH:25][CH:26]=2)=[O:16])=[CH:11][C:10]=1[N+:17]([O-:19])=[O:18]. (7) Given the reactants [Cl:1][C:2]1[C:3]([CH2:12][NH2:13])=[N:4][CH:5]=[C:6]([C:8]([F:11])([F:10])[F:9])[CH:7]=1.[F:14][C:15]([F:41])([F:40])[C:16]1[CH:21]=[CH:20][C:19]([C:22]2[C:23]([C:28]([NH:30][C:31]3[CH:32]=[C:33]([C:37](O)=[O:38])[N:34]([CH3:36])[CH:35]=3)=[O:29])=[CH:24][CH:25]=[CH:26][CH:27]=2)=[CH:18][CH:17]=1.CN(C(ON1N=NC2C=CC=CC1=2)=[N+](C)C)C.[B-](F)(F)(F)F.C(N(C(C)C)C(C)C)C.ClCl, predict the reaction product. The product is: [Cl:1][C:2]1[C:3]([CH2:12][NH:13][C:37]([C:33]2[N:34]([CH3:36])[CH:35]=[C:31]([NH:30][C:28]([C:23]3[C:22]([C:19]4[CH:18]=[CH:17][C:16]([C:15]([F:41])([F:14])[F:40])=[CH:21][CH:20]=4)=[CH:27][CH:26]=[CH:25][CH:24]=3)=[O:29])[CH:32]=2)=[O:38])=[N:4][CH:5]=[C:6]([C:8]([F:11])([F:9])[F:10])[CH:7]=1. (8) The product is: [CH3:7][O:6][C:4]([C:3]1[C:2]2[N:11]([C:13]([CH3:17])=[C:14]([CH3:15])[CH:1]=2)[CH:10]=[CH:9][CH:8]=1)=[O:5]. Given the reactants [CH3:1][C:2]1[N:11]=[CH:10][CH:9]=[CH:8][C:3]=1[C:4]([O:6][CH3:7])=[O:5].Br[CH:13]([CH3:17])[C:14](=O)[CH3:15], predict the reaction product.